Predict the product of the given reaction. From a dataset of Forward reaction prediction with 1.9M reactions from USPTO patents (1976-2016). (1) Given the reactants O1CCCCC1[O:7][NH:8][C:9](=[O:33])[CH2:10][CH2:11][CH2:12][CH2:13][CH2:14][CH2:15][NH:16][C:17](=[O:32])[C:18]([C:20]1[C:30]2=[C:31]3[C:26](=[CH:27][CH:28]=[CH:29]2)[CH2:25][CH2:24][CH2:23][N:22]3[CH:21]=1)=[O:19].CO.C12(CS(O)(=O)=O)C(C)(C)C(CC1)CC2=O, predict the reaction product. The product is: [C:20]1([C:18](=[O:19])[C:17]([NH:16][CH2:15][CH2:14][CH2:13][CH2:12][CH2:11][CH2:10][C:9]([NH:8][OH:7])=[O:33])=[O:32])[C:30]2=[C:31]3[C:26](=[CH:27][CH:28]=[CH:29]2)[CH2:25][CH2:24][CH2:23][N:22]3[CH:21]=1. (2) Given the reactants [CH3:1][C:2]([CH3:32])([CH3:31])[C:3]([C:5]1[C:13]2[C:8](=[N:9][CH:10]=[C:11]([NH:14][C:15]3[CH:22]=[CH:21][C:18]([CH:19]=O)=[CH:17][CH:16]=3)[N:12]=2)[N:7]([CH2:23][O:24][CH2:25][CH2:26][Si:27]([CH3:30])([CH3:29])[CH3:28])[CH:6]=1)=[O:4].[O:33]=[C:34]([N:38]1[CH2:43][CH2:42][CH2:41][CH2:40][CH2:39]1)[CH2:35][C:36]#[N:37].N1CCCCC1, predict the reaction product. The product is: [CH3:1][C:2]([CH3:32])([CH3:31])[C:3]([C:5]1[C:13]2[C:8](=[N:9][CH:10]=[C:11]([NH:14][C:15]3[CH:22]=[CH:21][C:18]([CH:19]=[C:35]([C:34]([N:38]4[CH2:43][CH2:42][CH2:41][CH2:40][CH2:39]4)=[O:33])[C:36]#[N:37])=[CH:17][CH:16]=3)[N:12]=2)[N:7]([CH2:23][O:24][CH2:25][CH2:26][Si:27]([CH3:30])([CH3:28])[CH3:29])[CH:6]=1)=[O:4]. (3) Given the reactants [C:1]([O:5][C:6]([NH:8][CH2:9][C@H:10]1[CH2:15][CH2:14][C@H:13](C(O)=O)[CH2:12][CH2:11]1)=[O:7])([CH3:4])([CH3:3])[CH3:2].C([N:21]([CH2:24]C)CC)C.C1(P(N=[N+]=[N-])(C2C=CC=CC=2)=[O:33])C=CC=CC=1.[CH2:43]([OH:50])[C:44]1[CH:49]=[CH:48][CH:47]=[CH:46][CH:45]=1, predict the reaction product. The product is: [CH2:43]([O:50][C:24](=[O:33])[NH:21][C@H:13]1[CH2:12][CH2:11][C@H:10]([CH2:9][NH:8][C:6]([O:5][C:1]([CH3:2])([CH3:3])[CH3:4])=[O:7])[CH2:15][CH2:14]1)[C:44]1[CH:49]=[CH:48][CH:47]=[CH:46][CH:45]=1. (4) Given the reactants [CH:1]([C:3]1[C:4]([F:15])=[CH:5][N:6]=[C:7]2[C:12]=1[N:11]=[C:10]([O:13][CH3:14])[CH:9]=[CH:8]2)=[CH2:2].[F:16][C@H:17]1[CH2:21][NH:20][CH2:19][C@H:18]1[CH2:22][NH:23][C:24](=[O:33])[O:25][CH2:26][C:27]1[CH:32]=[CH:31][CH:30]=[CH:29][CH:28]=1, predict the reaction product. The product is: [C:27]1([CH2:26][O:25][C:24](=[O:33])[NH:23][CH2:22][C@H:18]2[C@@H:17]([F:16])[CH2:21][N:20]([CH2:2][CH2:1][C:3]3[C:12]4[C:7](=[CH:8][CH:9]=[C:10]([O:13][CH3:14])[N:11]=4)[N:6]=[CH:5][C:4]=3[F:15])[CH2:19]2)[CH:32]=[CH:31][CH:30]=[CH:29][CH:28]=1. (5) Given the reactants [CH2:1]([N:3]([CH2:35][CH3:36])[C:4]([NH:6][C:7]1[C:8]([C:18]2[NH:22][C:21]3[CH:23]=[C:24]([N:28]4[CH2:34][CH2:33][CH2:32][O:31][CH2:30][CH2:29]4)[C:25]([F:27])=[CH:26][C:20]=3[N:19]=2)=[N:9][N:10](C2CCCCO2)[CH:11]=1)=[O:5])[CH3:2].Cl, predict the reaction product. The product is: [CH2:35]([N:3]([CH2:1][CH3:2])[C:4]([NH:6][C:7]1[C:8]([C:18]2[NH:22][C:21]3[CH:23]=[C:24]([N:28]4[CH2:34][CH2:33][CH2:32][O:31][CH2:30][CH2:29]4)[C:25]([F:27])=[CH:26][C:20]=3[N:19]=2)=[N:9][NH:10][CH:11]=1)=[O:5])[CH3:36]. (6) The product is: [CH3:21][S:18]([C:14]1[CH:13]=[C:12]([C:9]2[S:8][C:7]([C:5]3[CH:4]=[C:3]([C:2]([F:24])([F:23])[F:1])[NH:26][N:25]=3)=[CH:11][CH:10]=2)[CH:17]=[CH:16][CH:15]=1)(=[O:20])=[O:19].[NH:25]1[CH:4]=[CH:3][CH:2]=[N:26]1. Given the reactants [F:1][C:2]([F:24])([F:23])[C:3](=O)[CH2:4][C:5]([C:7]1[S:8][C:9]([C:12]2[CH:17]=[CH:16][CH:15]=[C:14]([S:18]([CH3:21])(=[O:20])=[O:19])[CH:13]=2)=[CH:10][CH:11]=1)=O.[NH2:25][NH2:26], predict the reaction product. (7) Given the reactants [Cl:1][C:2]1[CH:3]=[C:4]([C:8]2[N:13]=[C:12]([C:14]([OH:16])=O)[CH:11]=[CH:10][CH:9]=2)[CH:5]=[CH:6][CH:7]=1.[CH3:17][C:18]([NH2:26])([C:20]1[S:24][N:23]=[C:22]([CH3:25])[N:21]=1)[CH3:19], predict the reaction product. The product is: [CH3:17][C:18]([NH:26][C:14]([C:12]1[CH:11]=[CH:10][CH:9]=[C:8]([C:4]2[CH:5]=[CH:6][CH:7]=[C:2]([Cl:1])[CH:3]=2)[N:13]=1)=[O:16])([C:20]1[S:24][N:23]=[C:22]([CH3:25])[N:21]=1)[CH3:19]. (8) Given the reactants [CH3:1][N:2]1[CH:7]=[C:6]([C:8]2[CH:13]=[C:12]([N+:14]([O-])=O)[CH:11]=[CH:10][C:9]=2[O:17][CH:18]2[CH2:22][CH2:21][O:20][CH2:19]2)[C:5]2[CH:23]=[CH:24][NH:25][C:4]=2[C:3]1=[O:26].CN1C=C(C2C=C([N+]([O-])=O)C=CC=2OC2CCOCC2)C2C=CNC=2C1=O, predict the reaction product. The product is: [NH2:14][C:12]1[CH:11]=[CH:10][C:9]([O:17][CH:18]2[CH2:22][CH2:21][O:20][CH2:19]2)=[C:8]([C:6]2[C:5]3[CH:23]=[CH:24][NH:25][C:4]=3[C:3](=[O:26])[N:2]([CH3:1])[CH:7]=2)[CH:13]=1. (9) The product is: [Cl:21][C:22]1[CH:23]=[C:24]([NH:25][C:18]2[C:19]3[N:11]([CH2:10][CH2:9][OH:8])[CH:12]=[CH:13][C:14]=3[N:15]=[CH:16][N:17]=2)[CH:26]=[CH:27][C:28]=1[O:29][C:30]1[CH:35]=[CH:34][CH:33]=[C:32]([S:36]([CH2:39][C:40]([F:41])([F:42])[F:43])(=[O:37])=[O:38])[CH:31]=1. Given the reactants [Si]([O:8][CH2:9][CH2:10][N:11]1[C:19]2[C:18](Cl)=[N:17][CH:16]=[N:15][C:14]=2[CH:13]=[CH:12]1)(C(C)(C)C)(C)C.[Cl:21][C:22]1[CH:23]=[C:24]([CH:26]=[CH:27][C:28]=1[O:29][C:30]1[CH:35]=[CH:34][CH:33]=[C:32]([S:36]([CH2:39][C:40]([F:43])([F:42])[F:41])(=[O:38])=[O:37])[CH:31]=1)[NH2:25], predict the reaction product. (10) Given the reactants ClC(Cl)(Cl)CO[C:5](=[O:28])[NH:6][C:7]1[C:8]([CH3:27])=[C:9]([CH3:26])[C:10]2[O:14][CH2:13][CH:12]([C:15]3[CH:20]=[CH:19][C:18]([CH:21]([CH3:23])[CH3:22])=[CH:17][CH:16]=3)[C:11]=2[C:24]=1[CH3:25].[CH3:31][O:32][CH2:33][CH2:34][NH2:35], predict the reaction product. The product is: [CH:21]([C:18]1[CH:19]=[CH:20][C:15]([CH:12]2[C:11]3[C:24]([CH3:25])=[C:7]([NH:6][C:5]([NH:35][CH2:34][CH2:33][O:32][CH3:31])=[O:28])[C:8]([CH3:27])=[C:9]([CH3:26])[C:10]=3[O:14][CH2:13]2)=[CH:16][CH:17]=1)([CH3:23])[CH3:22].